Dataset: Forward reaction prediction with 1.9M reactions from USPTO patents (1976-2016). Task: Predict the product of the given reaction. (1) Given the reactants [CH2:1]([S:3]([C:6]1[CH:11]=[CH:10][C:9](F)=[C:8]([Cl:13])[CH:7]=1)(=[O:5])=[O:4])[CH3:2].[CH3:14][O:15][C:16](=[O:26])[CH2:17][C:18]1[CH:23]=[C:22]([OH:24])[CH:21]=[C:20]([OH:25])[CH:19]=1, predict the reaction product. The product is: [CH3:14][O:15][C:16](=[O:26])[CH2:17][C:18]1[CH:23]=[C:22]([OH:24])[CH:21]=[C:20]([O:25][C:9]2[CH:10]=[CH:11][C:6]([S:3]([CH2:1][CH3:2])(=[O:5])=[O:4])=[CH:7][C:8]=2[Cl:13])[CH:19]=1. (2) Given the reactants [Cl:1][C:2]1[C:7]([Cl:8])=[C:6]([NH2:9])[C:5]([Cl:10])=[C:4]([Cl:11])[N:3]=1.Cl[C:13]1[C:22]2[C:17](=[C:18]([O:25][CH:26]3[CH2:30][CH2:29][CH2:28][CH2:27]3)[C:19]([O:23][CH3:24])=[CH:20][CH:21]=2)[N:16]=[CH:15][CH:14]=1, predict the reaction product. The product is: [CH:26]1([O:25][C:18]2[C:19]([O:23][CH3:24])=[CH:20][CH:21]=[C:22]3[C:17]=2[N:16]=[CH:15][CH:14]=[C:13]3[NH:9][C:6]2[C:5]([Cl:10])=[C:4]([Cl:11])[N:3]=[C:2]([Cl:1])[C:7]=2[Cl:8])[CH2:27][CH2:28][CH2:29][CH2:30]1. (3) Given the reactants [CH2:1]([O:8][C:9]1[CH:16]=[CH:15][C:14]([C:17]([F:20])([F:19])[F:18])=[CH:13][C:10]=1[CH:11]=[O:12])[C:2]1[CH:7]=[CH:6][CH:5]=[CH:4][CH:3]=1.C(N(CC)CC)C.[CH:28]([C:30]([CH3:32])=[O:31])=[CH2:29].[Br-].C([N+]1C(CC)=C(CCO)SC=1)C, predict the reaction product. The product is: [F:20][C:17]([F:18])([F:19])[C:14]1[CH:15]=[CH:16][C:9]([O:8][CH2:1][C:2]2[CH:3]=[CH:4][CH:5]=[CH:6][CH:7]=2)=[C:10]([C:11](=[O:12])[CH2:29][CH2:28][C:30](=[O:31])[CH3:32])[CH:13]=1. (4) Given the reactants [CH3:1][N:2]([CH3:24])[CH2:3][CH2:4][NH:5][C:6]([C:8]1[C:16]2[N:15]=[C:14]([C:17]3[S:18][CH:19]=[CH:20][CH:21]=3)[NH:13][C:12]=2[C:11]([O:22]C)=[CH:10][CH:9]=1)=[O:7].B(Br)(Br)Br, predict the reaction product. The product is: [CH3:1][N:2]([CH3:24])[CH2:3][CH2:4][NH:5][C:6]([C:8]1[C:16]2[N:15]=[C:14]([C:17]3[S:18][CH:19]=[CH:20][CH:21]=3)[NH:13][C:12]=2[C:11]([OH:22])=[CH:10][CH:9]=1)=[O:7]. (5) Given the reactants [CH2:1]1[S:5][C@@H:4]([CH2:6][CH2:7][CH2:8][CH2:9][C:10](NCCCCCC(NCCCCCC(NN)=O)=O)=[O:11])[C@H:3]2[NH:30][C:31]([NH:33][C@@H:2]12)=[O:32].C(N=C=NCCCN(C)C)C.C1N(CCS(O)(=O)=O)CC[O:47]C1, predict the reaction product. The product is: [OH:47][C:10]([CH2:9][CH2:8][CH2:7][CH2:6][C@H:4]1[C@@H:3]2[C@@H:2]([NH:33][C:31]([NH:30]2)=[O:32])[CH2:1][S:5]1)=[O:11]. (6) Given the reactants [SH:1][C:2]1[CH:3]=[C:4]2[C:9](=[CH:10][CH:11]=1)[C:8](=[O:12])[NH:7][CH:6]=[CH:5]2.[C:13]([O:17][C:18]([N:20]1[CH2:25][CH2:24][CH:23](OS(C)(=O)=O)[CH2:22][CH2:21]1)=[O:19])([CH3:16])([CH3:15])[CH3:14].C([O-])([O-])=O.[K+].[K+].C(=O)([O-])O.[Na+], predict the reaction product. The product is: [C:13]([O:17][C:18]([N:20]1[CH2:25][CH2:24][CH:23]([S:1][C:2]2[CH:3]=[C:4]3[C:9](=[CH:10][CH:11]=2)[C:8](=[O:12])[NH:7][CH:6]=[CH:5]3)[CH2:22][CH2:21]1)=[O:19])([CH3:16])([CH3:14])[CH3:15].